This data is from Full USPTO retrosynthesis dataset with 1.9M reactions from patents (1976-2016). The task is: Predict the reactants needed to synthesize the given product. Given the product [Cl:7][C:8]1[N:13]=[C:12]([NH:19][CH2:18][C:17]([F:21])([F:20])[F:16])[C:11]([Cl:15])=[CH:10][N:9]=1, predict the reactants needed to synthesize it. The reactants are: C(=O)([O-])[O-].[K+].[K+].[Cl:7][C:8]1[N:13]=[C:12](Cl)[C:11]([Cl:15])=[CH:10][N:9]=1.[F:16][C:17]([F:21])([F:20])[CH2:18][NH2:19].